Dataset: Forward reaction prediction with 1.9M reactions from USPTO patents (1976-2016). Task: Predict the product of the given reaction. (1) Given the reactants [NH2:1][C@@H:2]1[CH2:7][O:6][C@H:5]([CH2:8][OH:9])[C@@H:4]([OH:10])[C@@H:3]1[O:11][C@H:12]([CH3:25])[C:13]([NH:15][C@@H:16]([CH3:24])[CH2:17][C:18]1[CH:23]=[CH:22][CH:21]=[CH:20][CH:19]=1)=[O:14].C(O[C:30](=[O:32])[CH3:31])(=O)C, predict the reaction product. The product is: [C:5]([O:10][C@H:4]1[C@H:3]([O:11][C@H:12]([CH3:25])[C:13](=[O:14])[NH:15][C@@H:16]([CH3:24])[CH2:17][C:18]2[CH:19]=[CH:20][CH:21]=[CH:22][CH:23]=2)[C@H:2]([NH:1][C:3](=[O:11])[CH3:2])[CH2:7][O:6][C@@H:5]1[CH2:8][O:9][C:30](=[O:32])[CH3:31])(=[O:6])[CH3:4]. (2) Given the reactants [CH2:1]([OH:6])[CH2:2][CH2:3][C:4]#[CH:5].[Br:7][C:8]1[CH:13]=[CH:12][C:11](I)=[CH:10][CH:9]=1.[N-:15]=[N+:16]=[N-:17].[Na+].N1CCC[C@H]1C(O)=O.C([O-])([O-])=O.[Na+].[Na+].O=C1O[C@H]([C@H](CO)O)C([O-])=C1O.[Na+], predict the reaction product. The product is: [Br:7][C:8]1[CH:13]=[CH:12][C:11]([N:15]2[CH:5]=[C:4]([CH2:3][CH2:2][CH2:1][OH:6])[N:17]=[N:16]2)=[CH:10][CH:9]=1. (3) Given the reactants [C:1](=[N:4][OH:5])([NH2:3])[CH3:2].[O-]CC.[Na+].[Cl:10][C:11]1[CH:20]=[CH:19][C:14]([C:15](OC)=O)=[CH:13][C:12]=1[CH2:21][N:22]1[CH:26]=[CH:25][C:24]([NH:27][C:28]([C:30]2[C:35]([F:36])=[CH:34][CH:33]=[CH:32][C:31]=2[F:37])=[O:29])=[N:23]1, predict the reaction product. The product is: [Cl:10][C:11]1[CH:20]=[CH:19][C:14]([C:15]2[O:5][N:4]=[C:1]([CH3:2])[N:3]=2)=[CH:13][C:12]=1[CH2:21][N:22]1[CH:26]=[CH:25][C:24]([NH:27][C:28](=[O:29])[C:30]2[C:31]([F:37])=[CH:32][CH:33]=[CH:34][C:35]=2[F:36])=[N:23]1. (4) Given the reactants [F:1][C:2]([F:19])([F:18])[C:3]1[CH:8]=[CH:7][C:6]([CH:9]=[CH:10][C:11]2[O:12][CH:13]=[C:14]([CH2:16][OH:17])[N:15]=2)=[CH:5][CH:4]=1.Cl[C:21]1[N:26]=[CH:25][C:24]([CH2:27][CH2:28][CH2:29][CH2:30][N:31]2[CH:35]=[CH:34][CH:33]=[N:32]2)=[CH:23][N:22]=1.CC(C)([O-])C.[Na+].[NH4+].[Cl-], predict the reaction product. The product is: [N:31]1([CH2:30][CH2:29][CH2:28][CH2:27][C:24]2[CH:25]=[N:26][C:21]([O:17][CH2:16][C:14]3[N:15]=[C:11](/[CH:10]=[CH:9]/[C:6]4[CH:7]=[CH:8][C:3]([C:2]([F:1])([F:18])[F:19])=[CH:4][CH:5]=4)[O:12][CH:13]=3)=[N:22][CH:23]=2)[CH:35]=[CH:34][CH:33]=[N:32]1. (5) Given the reactants [F:1][C:2]1[CH:7]=[CH:6][C:5]([N:8]2[C:12]([C:13](O)=[O:14])=[CH:11][N:10]=[C:9]2[S:16]([CH2:18][C:19]2[C:24]([F:25])=[CH:23][CH:22]=[C:21]([F:26])[C:20]=2[F:27])=[O:17])=[CH:4][CH:3]=1.FC1C=CC(N2C(C=O)=CN=C2SCC2C(F)=CC=C(F)C=2F)=CC=1.OOS([O-])=O.[K+].C(=O)(O)[O-].[Na+], predict the reaction product. The product is: [F:1][C:2]1[CH:7]=[CH:6][C:5]([N:8]2[C:12]([CH:13]=[O:14])=[CH:11][N:10]=[C:9]2[S:16]([CH2:18][C:19]2[C:24]([F:25])=[CH:23][CH:22]=[C:21]([F:26])[C:20]=2[F:27])=[O:17])=[CH:4][CH:3]=1. (6) Given the reactants [Cl:1][C:2]([C:5]1[CH:10]=[CH:9][C:8](C(C)(Cl)C)=[CH:7][CH:6]=1)([CH3:4])[CH3:3].ClC(C1C=CC=C(C(C)(Cl)C)C=1)(C)C.ClC(C1C=C(C(C)(Cl)C)C=C(C(C)(Cl)C)C=1)(C)C.ClC(C1C=C(C(C)(C)C)C=C(C(C)(Cl)C)C=1)(C)C, predict the reaction product. The product is: [Cl:1][C:2]([C:5]1[CH:10]=[CH:9][CH:8]=[CH:7][CH:6]=1)([CH3:4])[CH3:3]. (7) Given the reactants [CH3:1][O:2][C:3]([C:5]1[CH:6]=[C:7]([CH:11]=[C:12]([C:14]2[CH:19]=[CH:18][C:17]([CH3:20])=[CH:16][N:15]=2)[CH:13]=1)[C:8](O)=[O:9])=[O:4].N.O1CCOCC1.C(Cl)CCl.C1C=CC2N(O)N=[N:38][C:36]=2C=1.C(N(CC)C(C)C)(C)C, predict the reaction product. The product is: [CH3:36][NH:38][C:8]([C:7]1[CH:6]=[C:5]([CH:13]=[C:12]([C:14]2[CH:19]=[CH:18][C:17]([CH3:20])=[CH:16][N:15]=2)[CH:11]=1)[C:3]([O:2][CH3:1])=[O:4])=[O:9]. (8) Given the reactants [F:1][C:2]1[CH:3]=[C:4]([CH:7]=[C:8]([F:10])[CH:9]=1)[CH:5]=O.[C:11]([NH:14][NH2:15])([NH2:13])=[NH:12].[ClH:16], predict the reaction product. The product is: [ClH:16].[F:1][C:2]1[CH:3]=[C:4]([CH:7]=[C:8]([F:10])[CH:9]=1)[CH:5]=[N:15][NH:14][C:11]([NH2:13])=[NH:12]. (9) Given the reactants [Cl:1][C:2]1[S:3][C:4]([Cl:14])=[C:5]([N+:11]([O-])=O)[C:6]=1[S:7]([NH2:10])(=[O:9])=[O:8].[Cl-].[NH4+], predict the reaction product. The product is: [NH2:11][C:5]1[C:6]([S:7]([NH2:10])(=[O:8])=[O:9])=[C:2]([Cl:1])[S:3][C:4]=1[Cl:14]. (10) Given the reactants [N:1]([CH2:4][CH2:5][O:6][CH:7]([C:21]1[CH:26]=[CH:25][CH:24]=[C:23]([Cl:27])[C:22]=1[F:28])[C@@H:8]1[CH2:13][CH2:12][CH2:11][N:10]([C:14]([O:16][C:17]([CH3:20])([CH3:19])[CH3:18])=[O:15])[CH2:9]1)=[N+]=[N-], predict the reaction product. The product is: [NH2:1][CH2:4][CH2:5][O:6][CH:7]([C:21]1[CH:26]=[CH:25][CH:24]=[C:23]([Cl:27])[C:22]=1[F:28])[C@@H:8]1[CH2:13][CH2:12][CH2:11][N:10]([C:14]([O:16][C:17]([CH3:20])([CH3:19])[CH3:18])=[O:15])[CH2:9]1.